This data is from Full USPTO retrosynthesis dataset with 1.9M reactions from patents (1976-2016). The task is: Predict the reactants needed to synthesize the given product. (1) The reactants are: CC1[C:3]2[C:22](=O)[CH2:21][CH2:20][C:4]=2[N:5](S(C2C=CC(C)=CC=2)(=O)=O)C=1C(O)=O.O=[C:22]1[C:3]2C=C(C(OC)=O)[NH:5][C:4]=2[CH2:20][CH2:21]1.BrC1C=C(C=CC=1)C[Mg]Br.Br[C:48]1[CH:49]=[C:50]([CH:74]=[CH:75][CH:76]=1)/[CH:51]=[C:52]1\[CH2:53][CH2:54][C:55]2[N:56]([S:64]([C:67]3[CH:73]=[CH:72][C:70]([CH3:71])=[CH:69][CH:68]=3)(=[O:66])=[O:65])[C:57]([C:60]([O:62][CH3:63])=[O:61])=[CH:58][C:59]\1=2.[N:77]1[CH:82]=[CH:81][CH:80]=[C:79](B(O)O)[CH:78]=1. Given the product [N:77]1[CH:82]=[CH:81][CH:80]=[C:79]([C:48]2[CH:49]=[C:50]([CH:74]=[CH:75][CH:76]=2)[CH2:51][CH:52]2[C:59]3[CH:58]=[C:57]([C:60]([O:62][CH3:63])=[O:61])[NH:56][C:55]=3[CH2:54][CH2:53]2)[CH:78]=1.[N:5]1[CH:4]=[CH:20][CH:21]=[C:22]([C:48]2[CH:49]=[C:50]([CH:74]=[CH:75][CH:76]=2)/[CH:51]=[C:52]2\[CH2:53][CH2:54][C:55]3[N:56]([S:64]([C:67]4[CH:73]=[CH:72][C:70]([CH3:71])=[CH:69][CH:68]=4)(=[O:66])=[O:65])[C:57]([C:60]([O:62][CH3:63])=[O:61])=[CH:58][C:59]\2=3)[CH:3]=1, predict the reactants needed to synthesize it. (2) The reactants are: [NH2:1][CH2:2][CH2:3][O:4][CH2:5][C:6]1[NH:11][C:10]([CH2:12][O:13][CH3:14])=[C:9]([C:15]([O:17]CCC#N)=[O:16])[CH:8]([C:22]2[CH:27]=[CH:26][CH:25]=[C:24]([Cl:28])[CH:23]=2)[C:7]=1[C:29](=[O:46])[NH:30][CH2:31][CH2:32][CH:33]([C:40]1[CH:45]=[CH:44][CH:43]=[CH:42][CH:41]=1)[C:34]1[CH:39]=[CH:38][CH:37]=[CH:36][CH:35]=1.[OH-].[Na+].Cl. Given the product [NH2:1][CH2:2][CH2:3][O:4][CH2:5][C:6]1[NH:11][C:10]([CH2:12][O:13][CH3:14])=[C:9]([C:15]([OH:17])=[O:16])[CH:8]([C:22]2[CH:27]=[CH:26][CH:25]=[C:24]([Cl:28])[CH:23]=2)[C:7]=1[C:29](=[O:46])[NH:30][CH2:31][CH2:32][CH:33]([C:40]1[CH:45]=[CH:44][CH:43]=[CH:42][CH:41]=1)[C:34]1[CH:35]=[CH:36][CH:37]=[CH:38][CH:39]=1, predict the reactants needed to synthesize it. (3) Given the product [CH3:3][O:4][C:5](=[O:11])[C:6]([CH3:10])([CH3:9])[CH2:7][O:8][CH3:12], predict the reactants needed to synthesize it. The reactants are: [H-].[Na+].[CH3:3][O:4][C:5](=[O:11])[C:6]([CH3:10])([CH3:9])[CH2:7][OH:8].[CH3:12]OS(C1C=CC(C)=CC=1)(=O)=O. (4) Given the product [Br:1][C:2]1[CH:3]=[C:4]2[C:9](=[CH:10][CH:11]=1)[N:8]([CH2:12][CH2:13][N:14]([CH2:16][CH3:17])[CH3:15])[CH2:7][CH2:6][CH2:5]2, predict the reactants needed to synthesize it. The reactants are: [Br:1][C:2]1[CH:3]=[C:4]2[C:9](=[CH:10][CH:11]=1)[N:8]([C:12](=O)[CH2:13][N:14]([CH2:16][CH3:17])[CH3:15])[CH2:7][CH2:6][CH2:5]2. (5) Given the product [CH2:1]([S:5]([O:8][CH3:10])(=[O:7])=[O:6])[CH2:2][CH2:3][CH3:4], predict the reactants needed to synthesize it. The reactants are: [CH2:1]([S:5]([OH:8])(=[O:7])=[O:6])[CH2:2][CH2:3][CH3:4].N1C=CC=C[CH:10]=1.C(S([O-])(=O)=O)CCC.[NH+]1C=CC=CC=1.S(OC)(OC)(=O)=O. (6) Given the product [CH2:1]([C@H:8]1[CH2:12][O:11][C:10](=[O:13])[N:9]1[C:14]([CH:16]([CH2:25][CH2:26][O:27][Si:42]([C:38]([CH3:41])([CH3:40])[CH3:39])([C:49]1[CH:50]=[CH:51][CH:52]=[CH:53][CH:54]=1)[C:43]1[CH:48]=[CH:47][CH:46]=[CH:45][CH:44]=1)[CH2:17][C:18]([O:20][C:21]([CH3:23])([CH3:22])[CH3:24])=[O:19])=[O:15])[C:2]1[CH:3]=[CH:4][CH:5]=[CH:6][CH:7]=1, predict the reactants needed to synthesize it. The reactants are: [CH2:1]([C@H:8]1[CH2:12][O:11][C:10](=[O:13])[N:9]1[C:14]([CH:16]([CH2:25][CH2:26][OH:27])[CH2:17][C:18]([O:20][C:21]([CH3:24])([CH3:23])[CH3:22])=[O:19])=[O:15])[C:2]1[CH:7]=[CH:6][CH:5]=[CH:4][CH:3]=1.CN(C=O)C.N1C=CN=C1.[C:38]([Si:42](Cl)([C:49]1[CH:54]=[CH:53][CH:52]=[CH:51][CH:50]=1)[C:43]1[CH:48]=[CH:47][CH:46]=[CH:45][CH:44]=1)([CH3:41])([CH3:40])[CH3:39].